Predict the product of the given reaction. From a dataset of Forward reaction prediction with 1.9M reactions from USPTO patents (1976-2016). (1) The product is: [C:27]([C:24]1[C:25]([Cl:26])=[C:21]([C:19]2[NH:32][C:3]3[C:4](=[N:5][C:6]([C:8]4[CH:13]=[CH:12][CH:11]=[CH:10][C:9]=4[C:14]([F:17])([F:16])[F:15])=[N:7][C:2]=3[CH3:1])[N:18]=2)[N:22]([CH3:31])[N:23]=1)([CH3:28])([CH3:30])[CH3:29]. Given the reactants [CH3:1][C:2]1[N:7]=[C:6]([C:8]2[CH:13]=[CH:12][CH:11]=[CH:10][C:9]=2[C:14]([F:17])([F:16])[F:15])[N:5]=[C:4]([NH:18][C:19]([C:21]2[N:22]([CH3:31])[N:23]=[C:24]([C:27]([CH3:30])([CH3:29])[CH3:28])[C:25]=2[Cl:26])=O)[C:3]=1[N+:32]([O-])=O, predict the reaction product. (2) Given the reactants [CH3:1][O:2][C:3]1[CH:8]=[C:7]([CH2:9][CH:10]2[NH:15][C:14](=O)[CH2:13][NH:12][C:11]2=O)[CH:6]=[CH:5][N:4]=1.[OH-].[Na+], predict the reaction product. The product is: [CH3:1][O:2][C:3]1[CH:8]=[C:7]([CH2:9][CH:10]2[CH2:11][NH:12][CH2:13][CH2:14][NH:15]2)[CH:6]=[CH:5][N:4]=1.